This data is from Forward reaction prediction with 1.9M reactions from USPTO patents (1976-2016). The task is: Predict the product of the given reaction. (1) Given the reactants C([O-])([O-])=O.[Na+].[Na+].[NH2:7][C:8]1[CH:13]=[CH:12][C:11](Br)=[CH:10][N:9]=1.[Cl:15][C:16]1[CH:21]=[CH:20][C:19](OB(O)O)=[CH:18][CH:17]=1, predict the reaction product. The product is: [Cl:15][C:16]1[CH:21]=[CH:20][C:19]([C:11]2[CH:12]=[CH:13][C:8]([NH2:7])=[N:9][CH:10]=2)=[CH:18][CH:17]=1. (2) Given the reactants CCO.C([O:11][C:12]1[CH:21]=[CH:20][C:19]([N:22]2[CH2:27][CH2:26][N:25]([CH3:28])[CH2:24][CH2:23]2)=[C:18]2[C:13]=1[CH2:14][CH2:15][N:16]([C:29](=[O:40])[CH2:30][C:31]1[CH:36]=[CH:35][C:34]([CH:37]([CH3:39])[CH3:38])=[CH:33][CH:32]=1)[CH2:17]2)C1C=CC=CC=1, predict the reaction product. The product is: [OH:11][C:12]1[CH:21]=[CH:20][C:19]([N:22]2[CH2:23][CH2:24][N:25]([CH3:28])[CH2:26][CH2:27]2)=[C:18]2[C:13]=1[CH2:14][CH2:15][N:16]([C:29](=[O:40])[CH2:30][C:31]1[CH:32]=[CH:33][C:34]([CH:37]([CH3:38])[CH3:39])=[CH:35][CH:36]=1)[CH2:17]2. (3) The product is: [C:30]1([N:20]([C:14]2[CH:15]=[CH:16][CH:17]=[CH:18][CH:19]=2)[C:21]2[CH:26]=[CH:25][C:24]([C:2]3[S:6][C:5]([C:7]4[S:8][C:9]([CH:12]=[O:13])=[CH:10][CH:11]=4)=[CH:4][CH:3]=3)=[CH:23][CH:22]=2)[CH:31]=[CH:32][CH:33]=[CH:34][CH:35]=1. Given the reactants I[C:2]1[S:6][C:5]([C:7]2[S:8][C:9]([CH:12]=[O:13])=[CH:10][CH:11]=2)=[CH:4][CH:3]=1.[C:14]1([N:20]([C:30]2[CH:35]=[CH:34][CH:33]=[CH:32][CH:31]=2)[C:21]2[CH:26]=[CH:25][C:24](B(O)O)=[CH:23][CH:22]=2)[CH:19]=[CH:18][CH:17]=[CH:16][CH:15]=1.C(=O)([O-])[O-].[K+].[K+], predict the reaction product.